This data is from Forward reaction prediction with 1.9M reactions from USPTO patents (1976-2016). The task is: Predict the product of the given reaction. (1) The product is: [CH2:47]([N:43]([CH2:44][CH2:45][CH3:46])[CH2:42][CH2:41][CH2:40][CH2:39][NH:38][C:33]([C:28]1[CH:27]=[CH:26][C:25]2[C:30](=[CH:31][CH:32]=[C:23]([I:22])[CH:24]=2)[N:29]=1)=[O:35])[CH2:48][CH3:49]. Given the reactants C(N(CC)CCNC(C1C=CC2C(=CC=C(I)C=2)C=1)=O)C.[I:22][C:23]1[CH:24]=[C:25]2[C:30](=[CH:31][CH:32]=1)[N:29]=[C:28]([C:33]([O:35]CC)=O)[CH:27]=[CH:26]2.[NH2:38][CH2:39][CH2:40][CH2:41][CH2:42][N:43]([CH2:47][CH2:48][CH3:49])[CH2:44][CH2:45][CH3:46].[K+].[Br-].IC1C=C2C(=CC=1)NC=C(C(OCC)=O)C2=O.C(N(CC)CCNC(C1N=C2C=CC(I)=CN2C=1)=O)C.C(N(CC)CCNC(C1C(=O)C2C(=CC=C(I)C=2)NC=1)=O)C.NC1C=CC2N=C(C(OCC)=O)NC=2C=1, predict the reaction product. (2) Given the reactants [F:1][C:2]([F:7])([F:6])[C:3]([OH:5])=[O:4].FC(F)(F)C(O)=O.[NH2:15][C@@H:16]([CH2:43][OH:44])[C:17]([NH:19][C:20]1[CH:21]=[CH:22][C:23]2[NH:24][C:25]3[N:41]=[C:29]([NH:30][C:31]4[CH:32]=[CH:33][CH:34]=[C:35]([CH:40]=4)[CH2:36][CH2:37][C:38]=1[CH:39]=2)[N:28]=[CH:27][C:26]=3[Cl:42])=[O:18].[C:45]1([N:51]=[C:52]=[O:53])[CH:50]=[CH:49][CH:48]=[CH:47][CH:46]=1, predict the reaction product. The product is: [F:1][C:2]([F:7])([F:6])[C:3]([OH:5])=[O:4].[NH:51]([C:52]([NH:15][C@@H:16]([CH2:43][OH:44])[C:17]([NH:19][C:20]1[CH:21]=[CH:22][C:23]2[NH:24][C:25]3[N:41]=[C:29]([NH:30][C:31]4[CH:32]=[CH:33][CH:34]=[C:35]([CH:40]=4)[CH2:36][CH2:37][C:38]=1[CH:39]=2)[N:28]=[CH:27][C:26]=3[Cl:42])=[O:18])=[O:53])[C:45]1[CH:50]=[CH:49][CH:48]=[CH:47][CH:46]=1. (3) Given the reactants [Cl:1][C:2]1[CH:3]=[CH:4][C:5]2[N:6]([CH:8]=[C:9]([CH3:11])[N:10]=2)[N:7]=1.[I:12]Cl.S([O-])([O-])(=O)=S.[Na+].[Na+].C(=O)([O-])O.[Na+], predict the reaction product. The product is: [Cl:1][C:2]1[CH:3]=[CH:4][C:5]2[N:6]([C:8]([I:12])=[C:9]([CH3:11])[N:10]=2)[N:7]=1.